From a dataset of Full USPTO retrosynthesis dataset with 1.9M reactions from patents (1976-2016). Predict the reactants needed to synthesize the given product. (1) Given the product [F:1][C:2]1[CH:3]=[C:4]([O:11][CH3:12])[CH:5]=[CH:6][C:7]=1[NH2:8], predict the reactants needed to synthesize it. The reactants are: [F:1][C:2]1[CH:3]=[C:4]([O:11][CH3:12])[CH:5]=[CH:6][C:7]=1[N+:8]([O-])=O. (2) The reactants are: [Br:1][C:2]1[CH:7]=[CH:6][C:5]([NH2:8])=[C:4]([F:9])[CH:3]=1.C[Si]([N-][Si](C)(C)C)(C)C.[Li+].Cl[C:21]1[N:29]=[C:28]([Cl:30])[CH:27]=[CH:26][C:22]=1[C:23]([OH:25])=[O:24]. Given the product [Br:1][C:2]1[CH:7]=[CH:6][C:5]([NH:8][C:21]2[N:29]=[C:28]([Cl:30])[CH:27]=[CH:26][C:22]=2[C:23]([OH:25])=[O:24])=[C:4]([F:9])[CH:3]=1, predict the reactants needed to synthesize it. (3) Given the product [ClH:50].[ClH:50].[CH2:19]([N:21]1[CH2:26][CH2:25][N:24]([C:27]2[N:28]=[C:29]([C:36]3[CH:41]=[CH:40][C:39]([O:42][CH2:43][CH:44]([OH:46])[CH3:45])=[CH:38][CH:37]=3)[CH:30]=[C:31]3[CH:35]=[CH:34][S:33][C:32]=23)[CH2:23][CH2:22]1)[CH3:20], predict the reactants needed to synthesize it. The reactants are: C(N1CCN(C2N=C(Br)C=C3C=CSC=23)CC1)C.[CH2:19]([N:21]1[CH2:26][CH2:25][N:24]([C:27]2[N:28]=[C:29]([C:36]3[CH:41]=[CH:40][C:39]([O:42][CH2:43][C@H:44]([O:46]C(=O)C)[CH3:45])=[CH:38][CH:37]=3)[CH:30]=[C:31]3[CH:35]=[CH:34][S:33][C:32]=23)[CH2:23][CH2:22]1)[CH3:20].[ClH:50]. (4) The reactants are: [C:1]([OH:6])(=[O:5])[CH:2]([CH3:4])[OH:3].C[C@H:8]([OH:12])[C:9]([OH:11])=[O:10].C(O)(=O)CO.[OH:18][CH2:19][C:20]([CH2:25][OH:26])([CH2:23][OH:24])[CH2:21][OH:22].[Sn+2]. Given the product [C:1]([OH:6])(=[O:5])[CH:2]([CH3:4])[OH:3].[C:9]([OH:11])(=[O:10])[CH2:8][OH:12].[OH:18][CH2:19][C:20]([CH2:25][OH:26])([CH2:23][OH:24])[CH2:21][OH:22], predict the reactants needed to synthesize it. (5) Given the product [CH3:27][C:26]1[C:21]([CH:9]2[CH2:10][CH2:11][CH2:12][CH:13]([C:14]3[C:19]([CH3:20])=[CH:18][CH:17]=[CH:16][N:15]=3)[N:8]2[CH2:7][CH2:6][C:4]2[N:3]=[CH:2][N:1]([CH3:30])[CH:5]=2)=[N:22][CH:23]=[CH:24][CH:25]=1, predict the reactants needed to synthesize it. The reactants are: [N:1]1[CH:5]=[C:4]([CH2:6][CH2:7][N:8]2[CH:13]([C:14]3[C:19]([CH3:20])=[CH:18][CH:17]=[CH:16][N:15]=3)[CH2:12][CH2:11][CH2:10][CH:9]2[C:21]2[C:26]([CH3:27])=[CH:25][CH:24]=[CH:23][N:22]=2)[NH:3][CH:2]=1.[H-].[Na+].[CH3:30]I. (6) The reactants are: [NH2:1][C:2]1[CH:7]=[CH:6][C:5]([C:8](=[O:10])[CH3:9])=[C:4]([O:11][CH2:12][CH2:13][CH:14]=[CH2:15])[CH:3]=1.N1C=CC=CC=1.Cl[C:23]([O:25][CH3:26])=[O:24]. Given the product [C:8]([C:5]1[CH:6]=[CH:7][C:2]([NH:1][C:23](=[O:24])[O:25][CH3:26])=[CH:3][C:4]=1[O:11][CH2:12][CH2:13][CH:14]=[CH2:15])(=[O:10])[CH3:9], predict the reactants needed to synthesize it.